From a dataset of Peptide-MHC class II binding affinity with 134,281 pairs from IEDB. Regression. Given a peptide amino acid sequence and an MHC pseudo amino acid sequence, predict their binding affinity value. This is MHC class II binding data. (1) The peptide sequence is LIGPTPVNIIGRNLLTQIGC. The MHC is DRB1_0901 with pseudo-sequence DRB1_0901. The binding affinity (normalized) is 0.212. (2) The peptide sequence is AFKVAATAANAAPWN. The MHC is DRB1_0901 with pseudo-sequence DRB1_0901. The binding affinity (normalized) is 0.643. (3) The peptide sequence is EKKYFAAIQFEPLAA. The MHC is DRB1_1001 with pseudo-sequence DRB1_1001. The binding affinity (normalized) is 0.766.